This data is from Peptide-MHC class I binding affinity with 185,985 pairs from IEDB/IMGT. The task is: Regression. Given a peptide amino acid sequence and an MHC pseudo amino acid sequence, predict their binding affinity value. This is MHC class I binding data. (1) The peptide sequence is QSQMLLIVLK. The MHC is HLA-A68:01 with pseudo-sequence HLA-A68:01. The binding affinity (normalized) is 0.507. (2) The peptide sequence is FPNTYLEGSV. The MHC is HLA-B07:02 with pseudo-sequence HLA-B07:02. The binding affinity (normalized) is 0.252. (3) The peptide sequence is ILGDTAWDF. The MHC is HLA-A24:02 with pseudo-sequence HLA-A24:02. The binding affinity (normalized) is 0.206. (4) The peptide sequence is SRVYQILQPI. The MHC is Mamu-B03 with pseudo-sequence Mamu-B03. The binding affinity (normalized) is 0.336. (5) The peptide sequence is CAPAGFAIL. The MHC is H-2-Kb with pseudo-sequence H-2-Kb. The binding affinity (normalized) is 0.448. (6) The peptide sequence is GWPDNYCEW. The MHC is HLA-B57:01 with pseudo-sequence HLA-B57:01. The binding affinity (normalized) is 0.0847. (7) The peptide sequence is TTPMIKENSGF. The MHC is Mamu-A01 with pseudo-sequence Mamu-A01. The binding affinity (normalized) is 0.823. (8) The peptide sequence is MLVALLGAM. The MHC is HLA-A26:01 with pseudo-sequence HLA-A26:01. The binding affinity (normalized) is 0.410. (9) The peptide sequence is IELPQRET. The binding affinity (normalized) is 0.322. The MHC is Mamu-A11 with pseudo-sequence Mamu-A11. (10) The peptide sequence is VFAPPNIGYG. The MHC is Mamu-B17 with pseudo-sequence Mamu-B17. The binding affinity (normalized) is 0.